Dataset: Blood-brain barrier permeability classification from the B3DB database. Task: Regression/Classification. Given a drug SMILES string, predict its absorption, distribution, metabolism, or excretion properties. Task type varies by dataset: regression for continuous measurements (e.g., permeability, clearance, half-life) or binary classification for categorical outcomes (e.g., BBB penetration, CYP inhibition). Dataset: b3db_classification. (1) The molecule is O[C@H](CCCN1CCc2c(c3cc(F)ccc3n2-c2ccc(F)cc2)C1)c1ccc(F)cc1. The result is 1 (penetrates BBB). (2) The compound is CC(=O)OC1(C(C)=O)CCC2C3CC(C)C4=CC(=O)CCC4(C)C3CCC21C. The result is 0 (does not penetrate BBB). (3) The molecule is CNC(=O)c1c(NCC2CCC3(CCC3)CC2)nc(C#N)nc1OCC1CCN(C(C)C)CC1. The result is 1 (penetrates BBB). (4) The molecule is BrC(Br)Br. The result is 1 (penetrates BBB). (5) The compound is CO/N=C(/C(=O)N[C@@H]1C(=O)N2C(C(=O)O)=C(/C=C\c3scnc3C)CS[C@H]12)c1csc(N)n1. The result is 0 (does not penetrate BBB). (6) The molecule is CC[C@H](C)C1(CC)C(=O)NC(=O)NC1=O. The result is 1 (penetrates BBB). (7) The compound is COc1ccc2c3c1O[C@H]1C[C@H](O)C=CC31CCN(C)C2. The result is 1 (penetrates BBB).